From a dataset of Forward reaction prediction with 1.9M reactions from USPTO patents (1976-2016). Predict the product of the given reaction. (1) The product is: [N:17]1([C:13]2[CH:12]=[C:11](/[CH:10]=[CH:9]/[C:25]3[N:26]=[CH:27][C:28]4[C:29]([CH:42]=3)=[C:30]3[C:38](=[CH:39][CH:40]=4)[C:37]4[C:36](=[O:41])[NH:35][CH2:34][CH2:33][C:32]=4[NH:31]3)[CH:16]=[CH:15][CH:14]=2)[CH2:18][CH2:19][O:20][CH2:21][CH2:22]1. Given the reactants CC1(C)C(C)(C)OB(/[CH:9]=[CH:10]/[C:11]2[CH:12]=[C:13]([N:17]3[CH2:22][CH2:21][O:20][CH2:19][CH2:18]3)[CH:14]=[CH:15][CH:16]=2)O1.Cl[C:25]1[N:26]=[CH:27][C:28]2[C:29]([CH:42]=1)=[C:30]1[C:38](=[CH:39][CH:40]=2)[C:37]2[C:36](=[O:41])[NH:35][CH2:34][CH2:33][C:32]=2[NH:31]1, predict the reaction product. (2) Given the reactants Cl[C:2]1[C:11]2[C:6](=[CH:7][C:8]([S:12]([N:15](CC3C=CC(OC)=CC=3OC)[C:16]3[S:17][CH:18]=[CH:19][N:20]=3)(=[O:14])=[O:13])=[CH:9][CH:10]=2)[CH:5]=[CH:4][N:3]=1.ClC1C=C(C(F)(F)F)C=CC=1C1C=CC=C2C=1C=CC(S(NC1C=CN=CN=1)(=O)=O)=C2.C(C1C=C(C(F)(F)F)C=C[C:66]=1[C:75]1[C:84]2[C:79](=[CH:80][C:81](S(N(CC3C=CC(OC)=CC=3OC)C3SC=CN=3)(=O)=O)=[CH:82][CH:83]=2)[CH:78]=[CH:77][N:76]=1)#N, predict the reaction product. The product is: [C:84]1([CH:75]2[CH2:66][CH2:78][CH2:77][N:76]2[C:2]2[C:11]3[C:6](=[CH:7][C:8]([S:12]([NH:15][C:16]4[S:17][CH:18]=[CH:19][N:20]=4)(=[O:13])=[O:14])=[CH:9][CH:10]=3)[CH:5]=[CH:4][N:3]=2)[CH:83]=[CH:82][CH:81]=[CH:80][CH:79]=1.